This data is from Orexin1 receptor HTS with 218,158 compounds and 233 confirmed actives. The task is: Binary Classification. Given a drug SMILES string, predict its activity (active/inactive) in a high-throughput screening assay against a specified biological target. (1) The molecule is S(=O)(=O)(N1CCOCC1)c1cc2c(n(cc(c2=O)C(=O)NCc2cc3OCOc3cc2)CC)cc1. The result is 0 (inactive). (2) The molecule is o1c(nc2c1cccc2)c1cc2c(nccc2C)cc1. The result is 1 (active). (3) The drug is s1c(nc2c1cccc2)C(/CC(=O)NCc1ccccc1)=C\c1c(OC)cccc1. The result is 0 (inactive). (4) The drug is O=c1n(c2c(nc1NC)cccc2)C. The result is 0 (inactive). (5) The drug is S(=O)(=O)(NCC(=O)N1CCN(CC1)c1c(OC)cccc1)c1c(n(c(c1C(OCC)=O)C)C)C. The result is 0 (inactive). (6) The drug is Clc1c(N(S(=O)(=O)C)CC(=O)NCCSCc2ccccc2)cccc1. The result is 0 (inactive). (7) The drug is O(c1cc(C(c2c([nH][nH]c2=O)C)c2c([nH][nH]c2=O)C)ccc1OCC)CC. The result is 0 (inactive).